From a dataset of Forward reaction prediction with 1.9M reactions from USPTO patents (1976-2016). Predict the product of the given reaction. (1) Given the reactants [C:1]([C:4]1[CH:11]=[CH:10][C:7]([C:8]#[N:9])=[CH:6][CH:5]=1)(=O)[CH3:2].[CH3:12][NH2:13].[BH4-].[Na+].[OH-].[NH4+].C(=O)([O-])[O-].[K+].[K+].Br[CH2:25][C:26]([O:28][C:29]([CH3:32])([CH3:31])[CH3:30])=[O:27], predict the reaction product. The product is: [C:8]([C:7]1[CH:10]=[CH:11][C:4]([CH:1]([N:13]([CH3:12])[CH2:25][C:26]([O:28][C:29]([CH3:32])([CH3:31])[CH3:30])=[O:27])[CH3:2])=[CH:5][CH:6]=1)#[N:9]. (2) Given the reactants [C:1]([C:5]1[CH:10]=[C:9]([Cl:11])[CH:8]=[CH:7][C:6]=1[NH:12][S:13]([C:16]([F:19])([F:18])[F:17])(=[O:15])=[O:14])(=O)[CH2:2][CH3:3].[C:20]1([NH:26][NH2:27])[CH:25]=[CH:24][CH:23]=[CH:22][CH:21]=1, predict the reaction product. The product is: [C:20]1([NH:26][N:27]=[C:1]([C:5]2[CH:10]=[C:9]([Cl:11])[CH:8]=[CH:7][C:6]=2[NH:12][S:13]([C:16]([F:19])([F:18])[F:17])(=[O:15])=[O:14])[CH2:2][CH3:3])[CH:25]=[CH:24][CH:23]=[CH:22][CH:21]=1. (3) Given the reactants [Na].[C:2]([O:10][CH2:11][CH3:12])(=[O:9])[CH2:3][C:4]([O:6][CH2:7][CH3:8])=[O:5].Cl[CH2:14][C:15]([O:17][CH2:18][CH3:19])=[O:16].O, predict the reaction product. The product is: [CH:3]([C:4]([O:6][CH2:7][CH3:8])=[O:5])([C:2]([O:10][CH2:11][CH3:12])=[O:9])[CH2:14][C:15]([O:17][CH2:18][CH3:19])=[O:16].